From a dataset of Catalyst prediction with 721,799 reactions and 888 catalyst types from USPTO. Predict which catalyst facilitates the given reaction. (1) Reactant: [CH3:1][N:2]1[C:10]2[C:5](=[CH:6][C:7]([C:11]3[CH:16]=[CH:15][C:14]([OH:17])=[CH:13][CH:12]=3)=[CH:8][CH:9]=2)[C:4]([CH2:18][CH2:19][CH2:20][CH2:21][CH3:22])=[C:3]1[C:23]1[CH:28]=[CH:27][CH:26]=[CH:25][CH:24]=1.C([O-])([O-])=O.[K+].[K+].Br[CH2:36][C:37]([O:39][CH3:40])=[O:38]. Product: [CH3:40][O:39][C:37](=[O:38])[CH2:36][O:17][C:14]1[CH:15]=[CH:16][C:11]([C:7]2[CH:6]=[C:5]3[C:10](=[CH:9][CH:8]=2)[N:2]([CH3:1])[C:3]([C:23]2[CH:24]=[CH:25][CH:26]=[CH:27][CH:28]=2)=[C:4]3[CH2:18][CH2:19][CH2:20][CH2:21][CH3:22])=[CH:12][CH:13]=1. The catalyst class is: 21. (2) Reactant: C(OC([N:8]1[CH2:13][CH2:12][CH:11]([NH:14][C:15]([C:17]2[CH:37]=[CH:36][C:20]3[N:21]([CH3:35])[C:22]([NH:24][C:25]4[S:26][C:27]5[CH:33]=[C:32]([Cl:34])[CH:31]=[CH:30][C:28]=5[N:29]=4)=[N:23][C:19]=3[CH:18]=2)=[O:16])[CH2:10][CH2:9]1)=O)(C)(C)C. Product: [ClH:34].[ClH:34].[NH:8]1[CH2:13][CH2:12][CH:11]([NH:14][C:15]([C:17]2[CH:37]=[CH:36][C:20]3[N:21]([CH3:35])[C:22]([NH:24][C:25]4[S:26][C:27]5[CH:33]=[C:32]([Cl:34])[CH:31]=[CH:30][C:28]=5[N:29]=4)=[N:23][C:19]=3[CH:18]=2)=[O:16])[CH2:10][CH2:9]1. The catalyst class is: 89. (3) The catalyst class is: 3. Product: [C:24]1([N:22]2[CH:23]=[C:19]([CH2:18][O:17][C:11]3[CH:10]=[C:9]4[C:14]([C:15](=[O:16])[C:6]([CH2:5][C:4]5[CH:30]=[CH:31][CH:32]=[C:2]([O:1][CH2:41][C:40]#[CH:39])[CH:3]=5)=[CH:7][O:8]4)=[CH:13][CH:12]=3)[CH:20]=[N:21]2)[CH:25]=[CH:26][CH:27]=[CH:28][CH:29]=1. Reactant: [OH:1][C:2]1[CH:3]=[C:4]([CH:30]=[CH:31][CH:32]=1)[CH2:5][C:6]1[C:15](=[O:16])[C:14]2[C:9](=[CH:10][C:11]([O:17][CH2:18][C:19]3[CH:20]=[N:21][N:22]([C:24]4[CH:29]=[CH:28][CH:27]=[CH:26][CH:25]=4)[CH:23]=3)=[CH:12][CH:13]=2)[O:8][CH:7]=1.C(=O)([O-])[O-].[K+].[K+].[CH2:39](Br)[C:40]#[CH:41]. (4) Reactant: [CH2:1]([C:3]1[CH:8]=[C:7]([CH2:9]O)[CH:6]=[CH:5][C:4]=1[C:11]1[CH:16]=[CH:15][CH:14]=[CH:13][CH:12]=1)[CH3:2].C1C=CC(P(C2C=CC=CC=2)C2C=CC=CC=2)=CC=1.C(Br)(Br)(Br)[Br:37]. Product: [Br:37][CH2:9][C:7]1[CH:6]=[CH:5][C:4]([C:11]2[CH:16]=[CH:15][CH:14]=[CH:13][CH:12]=2)=[C:3]([CH2:1][CH3:2])[CH:8]=1. The catalyst class is: 2.